The task is: Predict the product of the given reaction.. This data is from Forward reaction prediction with 1.9M reactions from USPTO patents (1976-2016). (1) Given the reactants [C:1]([O:5][C:6](=[O:26])[NH:7][CH2:8][CH2:9][C:10]1[CH:15]=[CH:14][C:13]([O:16][C:17]2[CH:22]=[CH:21][C:20]([N+:23]([O-])=O)=[CH:19][CH:18]=2)=[CH:12][CH:11]=1)([CH3:4])([CH3:3])[CH3:2], predict the reaction product. The product is: [C:1]([O:5][C:6](=[O:26])[NH:7][CH2:8][CH2:9][C:10]1[CH:15]=[CH:14][C:13]([O:16][C:17]2[CH:18]=[CH:19][C:20]([NH2:23])=[CH:21][CH:22]=2)=[CH:12][CH:11]=1)([CH3:4])([CH3:2])[CH3:3]. (2) Given the reactants [Br:1][C:2]1[CH:3]=[CH:4][C:5]([C:8]2[CH2:12][C@@H:11]([CH2:13]Cl)[O:10][N:9]=2)=[N:6][CH:7]=1.[CH3:15][NH:16][CH3:17], predict the reaction product. The product is: [Br:1][C:2]1[CH:3]=[CH:4][C:5]([C:8]2[CH2:12][C@@H:11]([CH2:13][N:16]([CH3:17])[CH3:15])[O:10][N:9]=2)=[N:6][CH:7]=1. (3) Given the reactants C([O:3][C:4](=[O:18])[C:5]([S:8]([C:11]1[CH:12]=[N:13][C:14]([Cl:17])=[CH:15][CH:16]=1)(=[O:10])=[O:9])([CH3:7])[CH3:6])C.C[Si](C)(C)[O-].[K+], predict the reaction product. The product is: [Cl:17][C:14]1[N:13]=[CH:12][C:11]([S:8]([C:5]([CH3:7])([CH3:6])[C:4]([OH:18])=[O:3])(=[O:9])=[O:10])=[CH:16][CH:15]=1.